Dataset: Catalyst prediction with 721,799 reactions and 888 catalyst types from USPTO. Task: Predict which catalyst facilitates the given reaction. (1) Reactant: [O:1]1[CH2:5][CH2:4][CH:3]([C:6]2[C:16]3[O:15][CH2:14][CH2:13][N:12](C(OC(C)(C)C)=O)[CH2:11][C:10]=3[CH:9]=[CH:8][CH:7]=2)[CH2:2]1.C(OCC)(=O)C.[ClH:30]. Product: [ClH:30].[O:1]1[CH2:5][CH2:4][CH:3]([C:6]2[C:16]3[O:15][CH2:14][CH2:13][NH:12][CH2:11][C:10]=3[CH:9]=[CH:8][CH:7]=2)[CH2:2]1. The catalyst class is: 13. (2) Reactant: [CH3:1][C:2]1[CH:7]=[C:6]([CH3:8])[CH:5]=[CH:4][C:3]=1[NH:9][C:10]1[CH:15]=[CH:14][C:13]([CH3:16])=[CH:12][C:11]=1[CH3:17].I[C:19]1[CH:24]=[CH:23][CH:22]=[CH:21][CH:20]=1.P(C(C)(C)C)(C(C)(C)C)C(C)(C)C.CC(C)([O-])C.[Na+]. Product: [CH3:17][C:11]1[CH:12]=[C:13]([CH3:16])[CH:14]=[CH:15][C:10]=1[N:9]([C:19]1[CH:24]=[CH:23][CH:22]=[CH:21][CH:20]=1)[C:3]1[CH:4]=[CH:5][C:6]([CH3:8])=[CH:7][C:2]=1[CH3:1]. The catalyst class is: 222. (3) Reactant: [CH3:1][O:2][C:3]1[N:4]=[C:5]2[C:10](=[C:11]([O:13][CH3:14])[CH:12]=1)[N:9]=[CH:8][CH:7]=[C:6]2[CH2:15][CH2:16][C:17]12[CH2:24][CH2:23][C:20]([NH:25]C(=O)[O-])([CH2:21][CH2:22]1)[CH2:19][O:18]2.FC(F)(F)C(O)=O. Product: [CH3:1][O:2][C:3]1[N:4]=[C:5]2[C:10](=[C:11]([O:13][CH3:14])[CH:12]=1)[N:9]=[CH:8][CH:7]=[C:6]2[CH2:15][CH2:16][C:17]12[CH2:22][CH2:21][C:20]([NH2:25])([CH2:23][CH2:24]1)[CH2:19][O:18]2. The catalyst class is: 4.